Dataset: Full USPTO retrosynthesis dataset with 1.9M reactions from patents (1976-2016). Task: Predict the reactants needed to synthesize the given product. Given the product [CH3:18][C:2]([CH3:17])([CH3:1])[C@@H:3]([N:5]([CH2:6][CH2:7][C:8]([C:10]1[CH:15]=[CH:14][C:13]([F:16])=[CH:12][CH:11]=1)=[O:9])[C:26](=[O:27])[O:28][CH3:29])[CH3:4], predict the reactants needed to synthesize it. The reactants are: [CH3:1][C:2]([CH3:18])([CH3:17])[C@@H:3]([NH:5][CH2:6][CH2:7][C:8]([C:10]1[CH:15]=[CH:14][C:13]([F:16])=[CH:12][CH:11]=1)=[O:9])[CH3:4].C([O-])([O-])=O.[K+].[K+].Cl[C:26]([O:28][CH3:29])=[O:27].